From a dataset of Forward reaction prediction with 1.9M reactions from USPTO patents (1976-2016). Predict the product of the given reaction. (1) Given the reactants [NH2:1][C:2]1[C:7]([C:8]([O:10][CH2:11][CH3:12])=[O:9])=[C:6]([CH3:13])[N:5]=[C:4]2[S:14][CH:15]=[C:16]([C:17]3[CH:22]=[CH:21][CH:20]=[C:19]([CH3:23])[CH:18]=3)[C:3]=12.[Br:24]N1C(=O)CCC1=O, predict the reaction product. The product is: [NH2:1][C:2]1[C:7]([C:8]([O:10][CH2:11][CH3:12])=[O:9])=[C:6]([CH3:13])[N:5]=[C:4]2[S:14][C:15]([Br:24])=[C:16]([C:17]3[CH:22]=[CH:21][CH:20]=[C:19]([CH3:23])[CH:18]=3)[C:3]=12. (2) Given the reactants [CH3:1][O:2][C:3](=[O:17])[CH2:4][C:5]1[CH:9]=[CH:8][N:7]([C:10]2[CH:15]=[CH:14][C:13](F)=[CH:12][CH:11]=2)[CH:6]=1.N[C:19]1([C:31]#[N:32])[CH:24]=[CH:23][C:22](C2C=CC=CC=2)=[CH:21][CH2:20]1.COC1C(CC(OC)=O)CC(OC)O1, predict the reaction product. The product is: [CH3:1][O:2][C:3](=[O:17])[CH2:4][C:5]1[CH:9]=[CH:8][N:7]([C:10]2[CH:15]=[CH:14][C:13]([C:22]3[CH:23]=[CH:24][C:19]([C:31]#[N:32])=[CH:20][CH:21]=3)=[CH:12][CH:11]=2)[CH:6]=1. (3) The product is: [CH3:20][C:16]1[N:15]=[C:14]([C:12]2[S:4][C:3]3[CH:5]=[CH:6][CH:7]=[CH:8][C:2]=3[C:1](=[O:10])[N:13]=2)[CH:19]=[CH:18][CH:17]=1. Given the reactants [C:1]([O:10]C)(=O)[C:2]1[C:3](=[CH:5][CH:6]=[CH:7][CH:8]=1)[SH:4].[C:12]([C:14]1[CH:19]=[CH:18][CH:17]=[C:16]([CH3:20])[N:15]=1)#[N:13].C(N(CC)CC)C, predict the reaction product. (4) Given the reactants N(OC([CH2:7][C@H:8]([CH2:14][S:15][C:16]([CH3:19])([CH3:18])[CH3:17])[C:9]([O:11][CH2:12][CH3:13])=[O:10])=O)=[N+]=[N-].[N:20]([C:23]([C@@](CSC(C)(C)C)(C)C(OCC)=O)=[O:24])=[N+]=[N-], predict the reaction product. The product is: [C:16]([S:15][CH2:14][C@:8]([N:20]=[C:23]=[O:24])([CH3:7])[C:9]([O:11][CH2:12][CH3:13])=[O:10])([CH3:17])([CH3:18])[CH3:19]. (5) Given the reactants Br[CH2:2]/[CH:3]=[CH:4]/[C:5]([OH:7])=O.Cl.[Cl:9][C:10]1[CH:11]=[C:12]([OH:30])[CH:13]=[C:14]([NH:16][C:17]2[C:18]3[C:25]4[CH2:26][CH2:27][NH:28][CH2:29][C:24]=4[S:23][C:19]=3[N:20]=[CH:21][N:22]=2)[CH:15]=1.[CH:31]12[CH2:38][CH:35]([CH2:36][CH2:37]1)[CH2:34][NH:33][CH2:32]2, predict the reaction product. The product is: [CH:31]12[CH2:38][CH:35]([CH2:36][CH2:37]1)[CH2:34][N:33]([CH2:2]/[CH:3]=[CH:4]/[C:5]([N:28]1[CH2:27][CH2:26][C:25]3[C:18]4[C:17]([NH:16][C:14]5[CH:13]=[C:12]([OH:30])[CH:11]=[C:10]([Cl:9])[CH:15]=5)=[N:22][CH:21]=[N:20][C:19]=4[S:23][C:24]=3[CH2:29]1)=[O:7])[CH2:32]2. (6) Given the reactants [CH2:1]([O:8][CH:9]1[CH:16]2[CH:12]([O:13][C:14]([CH3:18])([CH3:17])[O:15]2)[O:11][C:10]1([CH2:38][OH:39])[C:19]([C:32]1[CH:37]=[CH:36][CH:35]=[CH:34][CH:33]=1)([C:26]1[CH:31]=[CH:30][CH:29]=[CH:28][CH:27]=1)[O:20][SiH2:21][C:22]([CH3:25])([CH3:24])[CH3:23])[C:2]1[CH:7]=[CH:6][CH:5]=[CH:4][CH:3]=1.CC(OI1(OC(C)=O)(OC(C)=O)OC(=O)C2C=CC=CC1=2)=O, predict the reaction product. The product is: [CH2:1]([O:8][CH:9]1[CH:16]2[CH:12]([O:13][C:14]([CH3:17])([CH3:18])[O:15]2)[O:11][C:10]1([C:19]([C:26]1[CH:27]=[CH:28][CH:29]=[CH:30][CH:31]=1)([C:32]1[CH:37]=[CH:36][CH:35]=[CH:34][CH:33]=1)[O:20][SiH2:21][C:22]([CH3:25])([CH3:24])[CH3:23])[CH:38]=[O:39])[C:2]1[CH:3]=[CH:4][CH:5]=[CH:6][CH:7]=1. (7) Given the reactants [C:1]1([CH2:7][C@@H:8]([NH:18][C:19]([C:21]2([NH:26][C:27]([C:29]3[S:33][C:32]4[CH:34]=[CH:35][CH:36]=[CH:37][C:31]=4[CH:30]=3)=[O:28])[CH2:25][CH2:24][CH2:23][CH2:22]2)=[O:20])[C:9](=[O:17])[NH:10][CH:11]2CCNC[CH2:12]2)[CH:6]=[CH:5][CH:4]=[CH:3][CH:2]=1.[N:38]1[CH:43]=[CH:42][CH:41]=[CH:40][C:39]=1C=O.[OH:46][C:47]([C:49]([F:52])([F:51])[F:50])=[O:48].C1(C[C@@H](NC(C2(NC(C3SC4C=CC=CC=4C=3)=O)CCCC2)=O)C(=O)NC2CCN(CC3C=CC=CN=3)CC2)C=CC=CC=1, predict the reaction product. The product is: [OH:48][C:47]([C:49]([F:52])([F:51])[F:50])=[O:46].[C:1]1([CH2:7][C@@H:8]([NH:18][C:19]([C:21]2([NH:26][C:27]([C:29]3[S:33][C:32]4[CH:34]=[CH:35][CH:36]=[CH:37][C:31]=4[CH:30]=3)=[O:28])[CH2:25][CH2:24][CH2:23][CH2:22]2)=[O:20])[C:9](=[O:17])[NH:10][CH2:11][CH2:12][CH:41]2[CH2:40][CH2:39][NH:38][CH2:43][CH2:42]2)[CH:6]=[CH:5][CH:4]=[CH:3][CH:2]=1.